This data is from Full USPTO retrosynthesis dataset with 1.9M reactions from patents (1976-2016). The task is: Predict the reactants needed to synthesize the given product. (1) Given the product [CH3:1][C:2]1[O:6][C:5]([C:7]2[CH:8]=[CH:9][CH:10]=[CH:11][CH:12]=2)=[N:4][C:3]=1[CH2:13][O:14][C:15]1[CH:40]=[CH:39][C:18]([CH2:19][O:20][C:21]2[CH:25]=[C:24]([CH2:26][CH2:27][C:28]([OH:30])=[O:29])[N:23]([C:33]3[CH:34]=[CH:35][CH:36]=[CH:37][CH:38]=3)[N:22]=2)=[CH:17][CH:16]=1, predict the reactants needed to synthesize it. The reactants are: [CH3:1][C:2]1[O:6][C:5]([C:7]2[CH:12]=[CH:11][CH:10]=[CH:9][CH:8]=2)=[N:4][C:3]=1[CH2:13][O:14][C:15]1[CH:40]=[CH:39][C:18]([CH2:19][O:20][C:21]2[CH:25]=[C:24]([CH2:26][CH2:27][C:28]([O:30]CC)=[O:29])[N:23]([C:33]3[CH:38]=[CH:37][CH:36]=[CH:35][CH:34]=3)[N:22]=2)=[CH:17][CH:16]=1.[OH-].[Na+].O1CCCC1.Cl. (2) Given the product [F:1][C:2]([O:10][C:11]([F:19])([F:20])[C:12]([F:18])([F:17])[C:13]([F:14])([F:15])[F:16])([C:6]([F:9])([F:8])[F:7])[C:3]([O-:5])=[O:4].[C:22]([C:26]1[CH:31]=[CH:30][C:29]([S+:32]([C:39]2[CH:44]=[CH:43][CH:42]=[CH:41][CH:40]=2)[C:33]2[CH:34]=[CH:35][CH:36]=[CH:37][CH:38]=2)=[CH:28][CH:27]=1)([CH3:25])([CH3:23])[CH3:24], predict the reactants needed to synthesize it. The reactants are: [F:1][C:2]([O:10][C:11]([F:20])([F:19])[C:12]([F:18])([F:17])[C:13]([F:16])([F:15])[F:14])([C:6]([F:9])([F:8])[F:7])[C:3]([OH:5])=[O:4].[Br-].[C:22]([C:26]1[CH:31]=[CH:30][C:29]([S+:32]([C:39]2[CH:44]=[CH:43][CH:42]=[CH:41][CH:40]=2)[C:33]2[CH:38]=[CH:37][CH:36]=[CH:35][CH:34]=2)=[CH:28][CH:27]=1)([CH3:25])([CH3:24])[CH3:23]. (3) Given the product [CH3:8][C:6]1[C:5]([B:9]2[O:13][C:12]([CH3:15])([CH3:14])[C:11]([CH3:17])([CH3:16])[O:10]2)=[CH:4][N:3]=[C:2]([C:57]([O:58][CH3:63])=[O:60])[CH:7]=1, predict the reactants needed to synthesize it. The reactants are: Cl[C:2]1[CH:7]=[C:6]([CH3:8])[C:5]([B:9]2[O:13][C:12]([CH3:15])([CH3:14])[C:11]([CH3:17])([CH3:16])[O:10]2)=[CH:4][N:3]=1.F[B-](F)(F)F.F[B-](F)(F)F.C1(P(C2CCCCC2)CCCP(C2CCCCC2)C2CCCCC2)CCCCC1.[C:57](=[O:60])([O-])[O-:58].[K+].[K+].[CH3:63]O. (4) Given the product [CH3:8][C:5]1[S:6][CH:7]=[C:3]([CH2:2][S:9]([O-:12])(=[O:11])=[O:10])[N:4]=1.[Na+:13], predict the reactants needed to synthesize it. The reactants are: Cl[CH2:2][C:3]1[N:4]=[C:5]([CH3:8])[S:6][CH:7]=1.[S:9]([O-:12])([O-:11])=[O:10].[Na+:13].[Na+].